This data is from Catalyst prediction with 721,799 reactions and 888 catalyst types from USPTO. The task is: Predict which catalyst facilitates the given reaction. (1) Reactant: [Cl:1][C:2]1[CH:3]=[C:4]2[C:8](=[CH:9][CH:10]=1)[N:7]([CH:11]([CH2:15][CH:16]([CH3:18])[CH3:17])[C:12]([OH:14])=O)[C:6](=[O:19])[C:5]2=[O:20].[CH3:21][N:22]1[CH:26]=[CH:25][C:24]([NH2:27])=[N:23]1.C(N(CC)C(C)C)(C)C.F[P-](F)(F)(F)(F)F.N1(O[P+](N(C)C)(N(C)C)N(C)C)C2C=CC=CC=2N=N1. Product: [CH3:21][N:22]1[CH:26]=[CH:25][C:24]([NH:27][C:12](=[O:14])[CH:11]([N:7]2[C:8]3[C:4](=[CH:3][C:2]([Cl:1])=[CH:10][CH:9]=3)[C:5](=[O:20])[C:6]2=[O:19])[CH2:15][CH:16]([CH3:18])[CH3:17])=[N:23]1. The catalyst class is: 42. (2) Product: [Cl:20][C:3]1[C:2]([O:24][CH:22]([CH3:23])[CH3:21])=[N:13][C:12]([C:14]2[CH:15]=[N:16][N:17]([CH3:19])[CH:18]=2)=[CH:11][C:4]=1[C:5]([O:7][CH:8]([CH3:10])[CH3:9])=[O:6]. The catalyst class is: 378. Reactant: Cl[C:2]1[C:3]([Cl:20])=[C:4]([CH:11]=[C:12]([C:14]2[CH:15]=[N:16][N:17]([CH3:19])[CH:18]=2)[N:13]=1)[C:5]([O:7][CH:8]([CH3:10])[CH3:9])=[O:6].[CH3:21][C:22](C)([O-:24])[CH3:23].[K+].